This data is from Peptide-MHC class I binding affinity with 185,985 pairs from IEDB/IMGT. The task is: Regression. Given a peptide amino acid sequence and an MHC pseudo amino acid sequence, predict their binding affinity value. This is MHC class I binding data. (1) The peptide sequence is DDVARAWSL. The MHC is HLA-B48:01 with pseudo-sequence HLA-B48:01. The binding affinity (normalized) is 0.0847. (2) The peptide sequence is TEANAGQFL. The MHC is HLA-A02:01 with pseudo-sequence HLA-A02:01. The binding affinity (normalized) is 0.0847. (3) The peptide sequence is VSSLWSMIWP. The MHC is HLA-B08:01 with pseudo-sequence HLA-B08:01. The binding affinity (normalized) is 0.0317. (4) The peptide sequence is ETWVETWAF. The MHC is HLA-B51:01 with pseudo-sequence HLA-B51:01. The binding affinity (normalized) is 0.0847. (5) The MHC is HLA-B58:01 with pseudo-sequence HLA-B58:01. The binding affinity (normalized) is 0.233. The peptide sequence is KAFPSNMMV. (6) The peptide sequence is IEVKFHPIL. The MHC is HLA-B48:01 with pseudo-sequence HLA-B48:01. The binding affinity (normalized) is 0.420. (7) The peptide sequence is HQKKNEISF. The MHC is HLA-B46:01 with pseudo-sequence HLA-B46:01. The binding affinity (normalized) is 0.0847.